Dataset: TCR-epitope binding with 47,182 pairs between 192 epitopes and 23,139 TCRs. Task: Binary Classification. Given a T-cell receptor sequence (or CDR3 region) and an epitope sequence, predict whether binding occurs between them. (1) The epitope is EIYKRWII. The TCR CDR3 sequence is CSARQGGNYEQYF. Result: 1 (the TCR binds to the epitope). (2) The epitope is TLIGDCATV. The TCR CDR3 sequence is CASSQGVWTSGGHQETQYF. Result: 1 (the TCR binds to the epitope).